Dataset: Full USPTO retrosynthesis dataset with 1.9M reactions from patents (1976-2016). Task: Predict the reactants needed to synthesize the given product. Given the product [CH3:1][S:2]([C:4]1[CH:9]=[CH:8][C:7]([N:10]2[C:14]3[CH:15]=[C:16]([C:19]4[O:20][C:23]([SH:24])=[N:22][N:21]=4)[CH:17]=[CH:18][C:13]=3[N:12]=[CH:11]2)=[CH:6][CH:5]=1)=[O:3], predict the reactants needed to synthesize it. The reactants are: [CH3:1][S:2]([C:4]1[CH:9]=[CH:8][C:7]([N:10]2[C:14]3[CH:15]=[C:16]([C:19]([NH:21][NH2:22])=[O:20])[CH:17]=[CH:18][C:13]=3[N:12]=[CH:11]2)=[CH:6][CH:5]=1)=[O:3].[C:23](=S)=[S:24].C(N(CC)CC)C.[OH-].[Na+].